Task: Predict the reactants needed to synthesize the given product.. Dataset: Full USPTO retrosynthesis dataset with 1.9M reactions from patents (1976-2016) (1) Given the product [C:36]([O:35][C:33]([NH:32][CH2:31][CH2:30][CH2:29][C@H:24]([NH:23][C:8]([C:7]1[C:2](=[O:1])[N:3]([CH2:11][C:12]2[CH:17]=[CH:16][C:15]([C:18]([F:19])([F:21])[F:20])=[CH:14][CH:13]=2)[CH:4]=[CH:5][CH:6]=1)=[O:10])[C:25]([O:27][CH3:28])=[O:26])=[O:34])([CH3:38])([CH3:39])[CH3:37], predict the reactants needed to synthesize it. The reactants are: [O:1]=[C:2]1[C:7]([C:8]([OH:10])=O)=[CH:6][CH:5]=[CH:4][N:3]1[CH2:11][C:12]1[CH:17]=[CH:16][C:15]([C:18]([F:21])([F:20])[F:19])=[CH:14][CH:13]=1.Cl.[NH2:23][C@@H:24]([CH2:29][CH2:30][CH2:31][NH:32][C:33]([O:35][C:36]([CH3:39])([CH3:38])[CH3:37])=[O:34])[C:25]([O:27][CH3:28])=[O:26].CN(C(ON1N=NC2C=CC=CC1=2)=[N+](C)C)C.F[P-](F)(F)(F)(F)F. (2) Given the product [CH2:10]([O:12][C:13]([C:14]1[NH:15][C:4]2[CH:3]=[C:2]([Cl:1])[O:6][C:5]=2[CH:7]=1)=[O:18])[CH3:11], predict the reactants needed to synthesize it. The reactants are: [Cl:1][C:2]1[O:6][C:5]([CH:7]=O)=[CH:4][CH:3]=1.[Na].[CH2:10]([O:12][C:13](=[O:18])[CH2:14][N:15]=[N+]=[N-])[CH3:11]. (3) The reactants are: ClC1C=C(Cl)C=CC=1[C@@]1(CN2C=CN=C2)O[C@H](COC2C=CC(N3CCN(C(NCC)=O)CC3)=CC=2)CO1.[Cl:39][C:40]1[CH:45]=[C:44]([Cl:46])[CH:43]=[CH:42][C:41]=1[C@:47]1([CH2:66][N:67]2[CH:71]=[CH:70][N:69]=[CH:68]2)[O:51][C@@H:50]([CH2:52][O:53][C:54]2[CH:59]=[CH:58][C:57]([N:60]3[CH2:65][CH2:64][NH:63][CH2:62][CH2:61]3)=[CH:56][CH:55]=2)[CH2:49][O:48]1.ClC1C=C(Cl)C=CC=1[C@@]1(CN2C=CN=C2)O[C@H](COC2C=CC(N3CCNCC3)=CC=2)CO1.[N:105]([CH2:108][C:109]([O:111][CH2:112][CH3:113])=[O:110])=[C:106]=[O:107].C(N=C=O)C. Given the product [Cl:39][C:40]1[CH:45]=[C:44]([Cl:46])[CH:43]=[CH:42][C:41]=1[C@:47]1([CH2:66][N:67]2[CH:71]=[CH:70][N:69]=[CH:68]2)[O:51][C@@H:50]([CH2:52][O:53][C:54]2[CH:55]=[CH:56][C:57]([N:60]3[CH2:61][CH2:62][N:63]([C:106]([NH:105][CH2:108][C:109]([O:111][CH2:112][CH3:113])=[O:110])=[O:107])[CH2:64][CH2:65]3)=[CH:58][CH:59]=2)[CH2:49][O:48]1, predict the reactants needed to synthesize it. (4) Given the product [Cl:1][C:2]1[CH:3]=[C:4]([N:8]2[CH2:14][CH2:13][CH2:12][N:11]([C:29]([O:31][C:32]([CH3:35])([CH3:34])[CH3:33])=[O:30])[CH2:10][CH2:9]2)[CH:5]=[N:6][CH:7]=1, predict the reactants needed to synthesize it. The reactants are: [Cl:1][C:2]1[CH:3]=[C:4]([N:8]2[CH2:14][CH2:13][CH2:12][NH:11][CH2:10][CH2:9]2)[CH:5]=[N:6][CH:7]=1.BrC1C=C(N2CCCN([C:29]([O:31][C:32]([CH3:35])([CH3:34])[CH3:33])=[O:30])CC2)C=NC=1. (5) Given the product [Cl:23][C:24]1[CH:25]=[N:26][C:27]2[N:28]([N:30]=[C:31]([C:33]([N:44]3[CH2:45][CH2:46][C:40]4[S:39][C:38]([CH3:37])=[N:47][C:41]=4[CH2:42][CH2:43]3)=[O:35])[CH:32]=2)[CH:29]=1, predict the reactants needed to synthesize it. The reactants are: CN(C(ON1N=NC2C=CC=CC1=2)=[N+](C)C)C.[B-](F)(F)(F)F.[Cl:23][C:24]1[CH:25]=[N:26][C:27]2[N:28]([N:30]=[C:31]([C:33]([OH:35])=O)[CH:32]=2)[CH:29]=1.Cl.[CH3:37][C:38]1[S:39][C:40]2[CH2:46][CH2:45][NH:44][CH2:43][CH2:42][C:41]=2[N:47]=1. (6) Given the product [F:17][C:14]1([F:18])[CH2:15][CH2:16][CH:11]([CH:10]=[CH:9][C:7]2[NH:6][C:5]3[CH:19]=[CH:20][C:2]([C:23]4[C:24]([C:28]([F:30])([F:31])[F:29])=[CH:25][CH:26]=[CH:27][C:22]=4[F:21])=[CH:3][C:4]=3[N:8]=2)[CH2:12][CH2:13]1, predict the reactants needed to synthesize it. The reactants are: Br[C:2]1[CH:20]=[CH:19][C:5]2[NH:6][C:7]([CH:9]=[CH:10][CH:11]3[CH2:16][CH2:15][C:14]([F:18])([F:17])[CH2:13][CH2:12]3)=[N:8][C:4]=2[CH:3]=1.[F:21][C:22]1[CH:27]=[CH:26][CH:25]=[C:24]([C:28]([F:31])([F:30])[F:29])[C:23]=1B(O)O.C(=O)([O-])[O-].[Na+].[Na+].C(OCC)(=O)C. (7) Given the product [C:11]1([CH:7]([C:1]2[CH:2]=[CH:3][CH:4]=[CH:5][CH:6]=2)[CH2:12][C:18]([NH:20][C@@H:21]2[C@H:28]3[C@H:24]([CH2:25][N:26]([CH2:29][C:30]4[CH:35]=[CH:34][CH:33]=[C:32]([C:36]([F:39])([F:37])[F:38])[CH:31]=4)[CH2:27]3)[CH2:23][CH2:22]2)=[O:19])[CH:10]=[CH:9][CH:8]=[CH:48][CH:47]=1, predict the reactants needed to synthesize it. The reactants are: [C:1]1([C:7]2([C:12](O)=O)[CH2:11][CH2:10][CH2:9][CH2:8]2)[CH:6]=[CH:5][CH:4]=[CH:3][CH:2]=1.CC(C)C(C1C=CC=CC=1)[C:18]([NH:20][C@@H:21]1[C@H:28]2[C@H:24]([CH2:25][N:26]([CH2:29][C:30]3[CH:35]=[CH:34][CH:33]=[C:32]([C:36]([F:39])([F:38])[F:37])[CH:31]=3)[CH2:27]2)[CH2:23][CH2:22]1)=[O:19].[CH2:47](N1C[C@H]2C(N)CC[C@H]2C1)[C:48]1C=CC=CC=1. (8) Given the product [C:3]([NH:8][CH2:9][C:10]1[CH:11]=[C:12]2[C:17](=[CH:18][C:19]=1[O:20][CH3:21])[N:16]=[CH:15][CH:14]=[C:13]2[O:22][C:23]1[CH:24]=[CH:25][C:26]([NH:29][C:30]([NH:32][C:33]2[CH:34]=[CH:35][CH:36]=[CH:37][CH:38]=2)=[O:31])=[CH:27][CH:28]=1)(=[O:4])[CH3:2], predict the reactants needed to synthesize it. The reactants are: F[C:2](F)(F)[C:3](O)=[O:4].[NH2:8][CH2:9][C:10]1[CH:11]=[C:12]2[C:17](=[CH:18][C:19]=1[O:20][CH3:21])[N:16]=[CH:15][CH:14]=[C:13]2[O:22][C:23]1[CH:28]=[CH:27][C:26]([NH:29][C:30]([NH:32][C:33]2[CH:38]=[CH:37][CH:36]=[CH:35][CH:34]=2)=[O:31])=[CH:25][CH:24]=1. (9) Given the product [C:1]1([CH:7]([C:13]2[CH:14]=[C:15]([CH3:19])[CH:16]=[CH:17][CH:18]=2)[CH:8]2[CH2:12][CH2:11][NH:10][CH2:9]2)[CH:2]=[CH:3][CH:4]=[CH:5][CH:6]=1, predict the reactants needed to synthesize it. The reactants are: [C:1]1(/[C:7](/[C:13]2[CH:14]=[C:15]([CH3:19])[CH:16]=[CH:17][CH:18]=2)=[C:8]2/[CH2:9][NH:10][CH2:11][CH2:12]/2)[CH:6]=[CH:5][CH:4]=[CH:3][CH:2]=1.[H][H].